This data is from Forward reaction prediction with 1.9M reactions from USPTO patents (1976-2016). The task is: Predict the product of the given reaction. (1) Given the reactants [N:1]1([CH2:6][CH2:7][CH2:8][O:9][C:10]2[CH:15]=[CH:14][C:13]([C:16]3([CH:22]=O)[CH2:21][CH2:20][O:19][CH2:18][CH2:17]3)=[CH:12][CH:11]=2)[CH2:5][CH2:4][CH2:3][CH2:2]1.[CH2:24]1[CH2:29][N:28]([CH:30]2[CH2:35][CH2:34][NH:33][CH2:32][CH2:31]2)[C:26](=[O:27])[CH2:25]1.Cl, predict the reaction product. The product is: [N:1]1([CH2:6][CH2:7][CH2:8][O:9][C:10]2[CH:11]=[CH:12][C:13]([C:16]3([CH2:22][N:33]4[CH2:34][CH2:35][CH:30]([N:28]5[CH2:29][CH2:24][CH2:25][C:26]5=[O:27])[CH2:31][CH2:32]4)[CH2:17][CH2:18][O:19][CH2:20][CH2:21]3)=[CH:14][CH:15]=2)[CH2:2][CH2:3][CH2:4][CH2:5]1. (2) Given the reactants [F:1][C:2]1([F:14])[C:10]2[C:5](=[CH:6][CH:7]=[CH:8][CH:9]=2)[CH:4](O)[C:3]1([CH3:13])[CH3:12].[NH:15]1[CH:19]=[C:18]([C:20]([O:22][CH3:23])=[O:21])[N:17]=[CH:16]1.C1(P(C2C=CC=CC=2)C2C=CC=CC=2)C=CC=CC=1.N(C(OC(C)(C)C)=O)=NC(OC(C)(C)C)=O.Cl.O1CCOCC1, predict the reaction product. The product is: [CH3:23][O:22][C:20]([C:18]1[N:17]([CH:4]2[C:5]3[C:10](=[CH:9][CH:8]=[CH:7][CH:6]=3)[C:2]([F:14])([F:1])[C:3]2([CH3:13])[CH3:12])[CH:16]=[N:15][CH:19]=1)=[O:21]. (3) The product is: [CH2:1]([S:8][C:9]1[N:14]2[N:15]=[CH:16][C:17]([CH:34]=[O:35])=[C:13]2[N:12]=[C:11]([NH:18][C:19]2[CH:24]=[CH:23][CH:22]=[C:21]([Cl:25])[CH:20]=2)[CH:10]=1)[C:2]1[CH:7]=[CH:6][CH:5]=[CH:4][CH:3]=1. Given the reactants [CH2:1]([S:8][C:9]1[N:14]2[N:15]=[CH:16][CH:17]=[C:13]2[N:12]=[C:11]([NH:18][C:19]2[CH:24]=[CH:23][CH:22]=[C:21]([Cl:25])[CH:20]=2)[CH:10]=1)[C:2]1[CH:7]=[CH:6][CH:5]=[CH:4][CH:3]=1.O=P(Cl)(Cl)Cl.CN([CH:34]=[O:35])C, predict the reaction product. (4) Given the reactants [Li]CCCC.C(NC(C)C)(C)C.[Li+].CC([N-]C(C)C)C.[CH3:21][O:22][N:23]([CH3:40])[C:24]([C:26]1[CH:27]=[N:28][N:29]([CH2:31][C:32]2[CH:37]=[CH:36][C:35]([O:38][CH3:39])=[CH:34][CH:33]=2)[CH:30]=1)=[O:25].[Cl:41]C(Cl)(Cl)C(Cl)(Cl)Cl, predict the reaction product. The product is: [Cl:41][C:27]1[C:26]([C:24]([N:23]([O:22][CH3:21])[CH3:40])=[O:25])=[CH:30][N:29]([CH2:31][C:32]2[CH:37]=[CH:36][C:35]([O:38][CH3:39])=[CH:34][CH:33]=2)[N:28]=1. (5) Given the reactants [CH3:1][C:2]1([CH3:9])[O:6][C@H:5]([CH2:7][OH:8])[CH2:4][O:3]1.C(N(CC)CC)C.[C:17]([Si:21](Cl)([C:28]1[CH:33]=[CH:32][CH:31]=[CH:30][CH:29]=1)[C:22]1[CH:27]=[CH:26][CH:25]=[CH:24][CH:23]=1)([CH3:20])([CH3:19])[CH3:18], predict the reaction product. The product is: [CH3:1][C:2]1([CH3:9])[O:6][C@H:5]([CH2:7][O:8][Si:21]([C:22]2[CH:27]=[CH:26][CH:25]=[CH:24][CH:23]=2)([C:28]2[CH:29]=[CH:30][CH:31]=[CH:32][CH:33]=2)[C:17]([CH3:20])([CH3:18])[CH3:19])[CH2:4][O:3]1. (6) Given the reactants [F:1][C:2]1[CH:3]=[C:4]([CH:50]=[CH:51][CH:52]=1)[CH2:5][N:6]1[CH:10]=[C:9]([C:11]2[C:19]3[C:14](=[N:15][CH:16]=[C:17]([C:20]4[CH:25]=[CH:24][C:23]([N:26]5[CH2:31][CH2:30][N:29](C(OC(C)(C)C)=O)[CH2:28][CH2:27]5)=[C:22]([CH3:39])[CH:21]=4)[CH:18]=3)[N:13]([S:40]([C:43]3[CH:49]=[CH:48][C:46]([CH3:47])=[CH:45][CH:44]=3)(=[O:42])=[O:41])[CH:12]=2)[CH:8]=[N:7]1.CO.[ClH:55], predict the reaction product. The product is: [ClH:55].[F:1][C:2]1[CH:3]=[C:4]([CH:50]=[CH:51][CH:52]=1)[CH2:5][N:6]1[CH:10]=[C:9]([C:11]2[C:19]3[C:14](=[N:15][CH:16]=[C:17]([C:20]4[CH:25]=[CH:24][C:23]([N:26]5[CH2:27][CH2:28][NH:29][CH2:30][CH2:31]5)=[C:22]([CH3:39])[CH:21]=4)[CH:18]=3)[N:13]([S:40]([C:43]3[CH:44]=[CH:45][C:46]([CH3:47])=[CH:48][CH:49]=3)(=[O:41])=[O:42])[CH:12]=2)[CH:8]=[N:7]1.